This data is from Forward reaction prediction with 1.9M reactions from USPTO patents (1976-2016). The task is: Predict the product of the given reaction. (1) The product is: [O:23]1[C:24]2[CH:30]=[CH:29][CH:28]=[CH:27][C:25]=2[N:26]=[C:22]1[N:16]1[CH2:17][CH2:18][CH2:19][CH2:20][C@H:15]1[C:13]([O:12][CH3:11])=[O:14]. Given the reactants C(N(C(C)C)C(C)C)C.[Cl-].[CH3:11][O:12][C:13]([C@@H:15]1[CH2:20][CH2:19][CH2:18][CH2:17][NH2+:16]1)=[O:14].Cl[C:22]1[O:23][C:24]2[CH:30]=[CH:29][CH:28]=[CH:27][C:25]=2[N:26]=1, predict the reaction product. (2) Given the reactants [CH2:1]([C:3]1([CH2:25]C)[C:7](=[O:8])[O:6][CH:5]([CH2:9][CH2:10][N:11]2[CH2:16][CH2:15][N:14]([C:17]3[CH:24]=[CH:23][CH:22]=[CH:21][C:18]=3[C:19]#[N:20])[CH2:13][CH2:12]2)[CH2:4]1)C.N1(C2C=CC=CC=2C#N)CCNCC1.CC1C=CC(S(OCCC2CC(C)(C)C(=O)O2)(=O)=O)=CC=1.CC1C=CC(S(OCCC2CC(CC)(CC)C(=O)O2)(=O)=O)=CC=1, predict the reaction product. The product is: [CH3:1][C:3]1([CH3:25])[C:7](=[O:8])[O:6][CH:5]([CH2:9][CH2:10][N:11]2[CH2:12][CH2:13][N:14]([C:17]3[CH:24]=[CH:23][CH:22]=[CH:21][C:18]=3[C:19]#[N:20])[CH2:15][CH2:16]2)[CH2:4]1. (3) Given the reactants [N:1]1([C:7]2[N:12]=[CH:11][C:10]([C:13]3[N:17]4[CH:18]=[CH:19][CH:20]=[CH:21][C:16]4=[N:15][C:14]=3[C:22](OCC)=[O:23])=[CH:9][CH:8]=2)[CH2:6][CH2:5][O:4][CH2:3][CH2:2]1.[BH4-].[Li+].[OH-].[Na+], predict the reaction product. The product is: [N:1]1([C:7]2[N:12]=[CH:11][C:10]([C:13]3[N:17]4[CH:18]=[CH:19][CH:20]=[CH:21][C:16]4=[N:15][C:14]=3[CH2:22][OH:23])=[CH:9][CH:8]=2)[CH2:6][CH2:5][O:4][CH2:3][CH2:2]1. (4) Given the reactants Br[C:2]1[S:6][C:5]([C:7]([NH:9][C:10]2[CH:15]=[CH:14][CH:13]=[CH:12][C:11]=2[Cl:16])=[O:8])=[CH:4][CH:3]=1.[Cl:17][C:18]1[C:19](B2OC(C)(C)C(C)(C)O2)=[CH:20][C:21]2[S:25][CH:24]=[N:23][C:22]=2[CH:26]=1.C(=O)([O-])[O-].[Na+].[Na+].CC(=O)OCC.[Cl-].[Na+].O, predict the reaction product. The product is: [Cl:16][C:11]1[CH:12]=[CH:13][CH:14]=[CH:15][C:10]=1[NH:9][C:7]([C:5]1[S:6][C:2]([C:19]2[C:18]([Cl:17])=[CH:26][C:22]3[N:23]=[CH:24][S:25][C:21]=3[CH:20]=2)=[CH:3][CH:4]=1)=[O:8]. (5) The product is: [CH3:32][O:31][C:29]([C:26]1[N:27]=[CH:28][C:23]([CH2:2][C:3]2[CH:20]=[CH:19][C:6]3[CH2:7][CH2:8][N:9]([C:12]([O:14][C:15]([CH3:18])([CH3:17])[CH3:16])=[O:13])[CH2:10][CH2:11][C:5]=3[CH:4]=2)=[N:24][CH:25]=1)=[O:30]. Given the reactants Br[CH2:2][C:3]1[CH:20]=[CH:19][C:6]2[CH2:7][CH2:8][N:9]([C:12]([O:14][C:15]([CH3:18])([CH3:17])[CH3:16])=[O:13])[CH2:10][CH2:11][C:5]=2[CH:4]=1.C[Sn](C)(C)[C:23]1[N:24]=[CH:25][C:26]([C:29]([O:31][CH3:32])=[O:30])=[N:27][CH:28]=1, predict the reaction product.